From a dataset of Forward reaction prediction with 1.9M reactions from USPTO patents (1976-2016). Predict the product of the given reaction. (1) Given the reactants [CH3:1][O:2][C:3]1[N:8]=[C:7]([O:9][CH:10]2[CH2:27][CH:26]3[CH:12]([C:13](=[O:33])[N:14]([CH3:32])[CH2:15][CH2:16][CH2:17][CH2:18][CH:19]=[CH:20][CH:21]4[C:23]([C:29]([OH:31])=O)([NH:24][C:25]3=[O:28])[CH2:22]4)[CH2:11]2)[CH:6]=[C:5]([C:34]2[CH:39]=[CH:38][CH:37]=[CH:36][CH:35]=2)[N:4]=1.CCN=C=NCCCN(C)C.[CH:51]1([S:54]([NH2:57])(=[O:56])=[O:55])[CH2:53][CH2:52]1.C1CCN2C(=NCCC2)CC1.C(O)(=O)CC(CC(O)=O)(C(O)=O)O, predict the reaction product. The product is: [CH3:1][O:2][C:3]1[N:8]=[C:7]([O:9][CH:10]2[CH2:27][CH:26]3[CH:12]([C:13](=[O:33])[N:14]([CH3:32])[CH2:15][CH2:16][CH2:17][CH2:18][CH:19]=[CH:20][CH:21]4[C:23]([C:29]([NH:57][S:54]([CH:51]5[CH2:53][CH2:52]5)(=[O:56])=[O:55])=[O:31])([NH:24][C:25]3=[O:28])[CH2:22]4)[CH2:11]2)[CH:6]=[C:5]([C:34]2[CH:39]=[CH:38][CH:37]=[CH:36][CH:35]=2)[N:4]=1. (2) Given the reactants Br[C:2]1[C:3]2[C:7]([CH:8]=[CH:9][CH:10]=1)=[N:6][N:5]1[C:11]([CH:16]3[CH2:21][CH2:20][N:19]([C:22]([O:24][C:25]([CH3:28])([CH3:27])[CH3:26])=[O:23])[CH2:18][CH2:17]3)=[CH:12][C:13](=[O:15])[NH:14][C:4]=21.[CH3:29][N:30]1[C:34](B2OC(C)(C)C(C)(C)O2)=[CH:33][CH:32]=[N:31]1.P([O-])([O-])([O-])=O.[K+].[K+].[K+], predict the reaction product. The product is: [CH3:29][N:30]1[C:34]([C:2]2[C:3]3[C:7]([CH:8]=[CH:9][CH:10]=2)=[N:6][N:5]2[C:11]([CH:16]4[CH2:21][CH2:20][N:19]([C:22]([O:24][C:25]([CH3:26])([CH3:28])[CH3:27])=[O:23])[CH2:18][CH2:17]4)=[CH:12][C:13](=[O:15])[NH:14][C:4]=32)=[CH:33][CH:32]=[N:31]1. (3) Given the reactants Cl.[NH2:2][OH:3].[OH-].[Na+].CC1[N:8]([C:13]2[CH:18]=[CH:17][C:16]([C:19](=O)[CH2:20][C:21](=[O:26])[C:22]([F:25])([F:24])[F:23])=[CH:15][CH:14]=2)C(C)=CC=1, predict the reaction product. The product is: [NH2:8][C:13]1[CH:14]=[CH:15][C:16]([C:19]2[CH2:20][C:21]([C:22]([F:23])([F:24])[F:25])([OH:26])[O:3][N:2]=2)=[CH:17][CH:18]=1.